From a dataset of Forward reaction prediction with 1.9M reactions from USPTO patents (1976-2016). Predict the product of the given reaction. (1) Given the reactants [Br:1][C:2]1[CH:14]=[CH:13][C:12]2[C:11]3[C:6](=[CH:7][CH:8]=[CH:9][CH:10]=3)[C:5]([CH3:16])([CH3:15])[C:4]=2[CH:3]=1.[C:17]1(=[O:27])[O:22][C:20](=[O:21])[C:19]2=[CH:23][CH:24]=[CH:25][CH:26]=[C:18]12.[Cl-].[Al+3].[Cl-].[Cl-], predict the reaction product. The product is: [Br:1][C:2]1[CH:3]=[C:4]2[C:12]([C:11]3[CH:10]=[CH:9][C:8]([C:17]([C:18]4[CH:26]=[CH:25][CH:24]=[CH:23][C:19]=4[C:20]([OH:22])=[O:21])=[O:27])=[CH:7][C:6]=3[C:5]2([CH3:16])[CH3:15])=[CH:13][CH:14]=1. (2) Given the reactants O[N:2]=[C:3]([C:5]1[CH:13]=[CH:12][C:11]2[N:10]3[CH2:14][CH2:15][CH:16]([CH2:17][C:18]([O:20]C(C)(C)C)=[O:19])[C:9]3=[CH:8][C:7]=2[CH:6]=1)[NH2:4].[OH:25][C:26]1[C:27]([C:32]([OH:34])=O)=[N:28][CH:29]=[CH:30][CH:31]=1, predict the reaction product. The product is: [OH:25][C:26]1[C:27]([C:32]2[O:34][N:4]=[C:3]([C:5]3[CH:13]=[CH:12][C:11]4[N:10]5[CH2:14][CH2:15][CH:16]([CH2:17][C:18]([OH:20])=[O:19])[C:9]5=[CH:8][C:7]=4[CH:6]=3)[N:2]=2)=[N:28][CH:29]=[CH:30][CH:31]=1.